From a dataset of Full USPTO retrosynthesis dataset with 1.9M reactions from patents (1976-2016). Predict the reactants needed to synthesize the given product. (1) Given the product [Cl:26][C:14]1[C:15]2[C:20](=[CH:19][CH:18]=[C:17]([O:21][CH3:22])[CH:16]=2)[C:11]([C:4]2[CH:5]=[CH:6][C:7]([O:9][CH3:10])=[CH:8][C:3]=2[O:2][CH3:1])=[N:12][N:13]=1, predict the reactants needed to synthesize it. The reactants are: [CH3:1][O:2][C:3]1[CH:8]=[C:7]([O:9][CH3:10])[CH:6]=[CH:5][C:4]=1[C:11]1[C:20]2[C:15](=[CH:16][C:17]([O:21][CH3:22])=[CH:18][CH:19]=2)[C:14](=O)[NH:13][N:12]=1.P(Cl)(Cl)([Cl:26])=O. (2) The reactants are: Cl[C:2]1[C:7]([C:8]#[N:9])=[C:6]([CH3:10])[N:5]=[C:4]([NH:11][C:12]([NH:14][C@H:15]([C:17]2[CH:22]=[CH:21][CH:20]=[CH:19][CH:18]=2)[CH3:16])=[O:13])[CH:3]=1.[NH2:23][NH2:24].Cl.C(=O)(O)[O-].[Na+]. Given the product [NH2:9][C:8]1[C:7]2[C:6]([CH3:10])=[N:5][C:4]([NH:11][C:12]([NH:14][C@@H:15]([C:17]3[CH:22]=[CH:21][CH:20]=[CH:19][CH:18]=3)[CH3:16])=[O:13])=[CH:3][C:2]=2[NH:24][N:23]=1, predict the reactants needed to synthesize it. (3) Given the product [Br:3][C:4]1[CH:9]=[CH:8][C:7]([C:10]2([C:11]#[N:12])[CH2:14][CH2:13]2)=[CH:6][CH:5]=1, predict the reactants needed to synthesize it. The reactants are: [OH-].[Na+].[Br:3][C:4]1[CH:9]=[CH:8][C:7]([CH2:10][C:11]#[N:12])=[CH:6][CH:5]=1.[CH3:13][CH3:14]. (4) Given the product [CH2:14]([O:13][CH2:12][CH2:11][CH2:10][CH2:9][N:1]1[CH2:6][CH2:5][C:4](=[O:7])[CH2:3][CH2:2]1)[CH2:15][CH3:16], predict the reactants needed to synthesize it. The reactants are: [NH:1]1[CH2:6][CH2:5][C:4](=[O:7])[CH2:3][CH2:2]1.Cl[CH2:9][CH2:10][CH2:11][CH2:12][O:13][CH2:14][CH2:15][CH3:16]. (5) Given the product [C:1]([N:5]1[CH:9]=[C:8]([C:10]2[N:15]=[C:14]([O:16][C@@H:17]([C@H:19]3[CH2:23][NH:22][C:21](=[O:34])[CH2:20]3)[CH3:18])[C:13]3[N:35]([CH:38]([F:40])[F:39])[CH:36]=[N:37][C:12]=3[CH:11]=2)[CH:7]=[N:6]1)([CH3:2])([CH3:3])[CH3:4], predict the reactants needed to synthesize it. The reactants are: [C:1]([N:5]1[CH:9]=[C:8]([C:10]2[N:15]=[C:14]([O:16][C@@H:17]([C@H:19]3[CH2:23][N:22]([C@@H](C4C=CC(OC)=CC=4)C)[C:21](=[O:34])[CH2:20]3)[CH3:18])[C:13]3[N:35]([CH:38]([F:40])[F:39])[CH:36]=[N:37][C:12]=3[CH:11]=2)[CH:7]=[N:6]1)([CH3:4])([CH3:3])[CH3:2].